This data is from Full USPTO retrosynthesis dataset with 1.9M reactions from patents (1976-2016). The task is: Predict the reactants needed to synthesize the given product. (1) Given the product [CH2:7]([P:9]([CH:16]([C:20]1[CH:21]=[CH:22][CH:23]=[CH:24][CH:25]=1)[CH2:17][CH2:18][NH2:19])(=[O:15])[O:10][CH2:11][CH2:12][CH2:13][CH3:14])[CH3:8], predict the reactants needed to synthesize it. The reactants are: [H-].[Al+3].[Li+].[H-].[H-].[H-].[CH2:7]([P:9]([CH:16]([C:20]1[CH:25]=[CH:24][CH:23]=[CH:22][CH:21]=1)[CH2:17][C:18]#[N:19])(=[O:15])[O:10][CH2:11][CH2:12][CH2:13][CH3:14])[CH3:8].O. (2) Given the product [C:19]([O:23][C:24](=[O:36])[NH:25][C:26]1([C:34]#[C:35][C:12]2[CH:13]=[CH:14][C:9]([O:8][CH2:1][C:2]3[CH:7]=[CH:6][CH:5]=[CH:4][CH:3]=3)=[C:10]([CH:16]([F:18])[F:17])[CH:11]=2)[CH2:31][O:30][C:29]([CH3:33])([CH3:32])[O:28][CH2:27]1)([CH3:22])([CH3:21])[CH3:20], predict the reactants needed to synthesize it. The reactants are: [CH2:1]([O:8][C:9]1[CH:14]=[CH:13][C:12](Br)=[CH:11][C:10]=1[CH:16]([F:18])[F:17])[C:2]1[CH:7]=[CH:6][CH:5]=[CH:4][CH:3]=1.[C:19]([O:23][C:24](=[O:36])[NH:25][C:26]1([C:34]#[CH:35])[CH2:31][O:30][C:29]([CH3:33])([CH3:32])[O:28][CH2:27]1)([CH3:22])([CH3:21])[CH3:20].C(=O)([O-])[O-].[Cs+].[Cs+].O. (3) Given the product [CH2:33]([N:3]([CH2:1][CH3:2])[C:4]1[CH:9]=[CH:8][C:7]([C:10]2[CH:11]=[C:12]([C:21]3[CH:22]=[CH:23][C:24]([C:27]([OH:29])=[O:28])=[CH:25][CH:26]=3)[CH:13]=[CH:14][C:15]=2[O:16][CH2:17][CH2:18][CH2:19][OH:20])=[CH:6][C:5]=1[CH3:32])[CH3:34], predict the reactants needed to synthesize it. The reactants are: [CH2:1]([N:3]([CH2:33][CH3:34])[C:4]1[CH:9]=[CH:8][C:7]([C:10]2[CH:11]=[C:12]([C:21]3[CH:26]=[CH:25][C:24]([C:27]([O:29]CC)=[O:28])=[CH:23][CH:22]=3)[CH:13]=[CH:14][C:15]=2[O:16][CH2:17][CH2:18][CH2:19][OH:20])=[CH:6][C:5]=1[CH3:32])[CH3:2].[OH-].[Na+]. (4) The reactants are: [CH3:1][O:2][C:3]1[CH:4]=[C:5]([CH2:11][CH2:12][C:13]2[N:14]=[C:15]3[CH:21]=[C:20]([C:22]4[CH:23]=[N:24][NH:25][CH:26]=4)[N:19](S(C4C=CC=CC=4)(=O)=O)[C:16]3=[N:17][CH:18]=2)[CH:6]=[C:7]([O:9][CH3:10])[CH:8]=1.C(=O)([O-])[O-].[Cs+].[Cs+].Br[CH2:43][CH2:44][O:45][Si](C(C)(C)C)(C)C.C(=O)([O-])[O-].[K+].[K+]. Given the product [CH3:10][O:9][C:7]1[CH:6]=[C:5]([CH2:11][CH2:12][C:13]2[N:14]=[C:15]3[CH:21]=[C:20]([C:22]4[CH:26]=[N:25][N:24]([CH2:43][CH2:44][OH:45])[CH:23]=4)[NH:19][C:16]3=[N:17][CH:18]=2)[CH:4]=[C:3]([O:2][CH3:1])[CH:8]=1, predict the reactants needed to synthesize it.